This data is from Full USPTO retrosynthesis dataset with 1.9M reactions from patents (1976-2016). The task is: Predict the reactants needed to synthesize the given product. (1) Given the product [CH:13]1([CH2:12][N:6]([CH2:1][CH2:2][CH2:3][CH2:4][CH3:5])[CH:7]=[O:8])[CH2:15][CH2:14]1, predict the reactants needed to synthesize it. The reactants are: [CH2:1]([NH:6][CH:7]=[O:8])[CH2:2][CH2:3][CH2:4][CH3:5].[H-].[Na+].Br[CH2:12][CH:13]1[CH2:15][CH2:14]1. (2) Given the product [Cl:1][C:2]1[CH:13]=[CH:12][C:5]([O:6][C@H:7]([CH3:11])[C:8]([O-:10])=[O:9])=[C:4]([CH3:14])[CH:3]=1.[CH2:31]([N+:28]([CH2:18][CH2:19][CH2:20][CH2:21][CH2:22][CH2:23][CH2:24][CH2:25][CH2:26][CH3:27])([CH3:30])[CH3:29])[CH2:32][CH2:33][CH2:34][CH2:35][CH2:36][CH2:37][CH2:38][CH2:39][CH3:40], predict the reactants needed to synthesize it. The reactants are: [Cl:1][C:2]1[CH:13]=[CH:12][C:5]([O:6][C@H:7]([CH3:11])[C:8]([OH:10])=[O:9])=[C:4]([CH3:14])[CH:3]=1.[OH-].[K+].[Cl-].[CH2:18]([N+:28]([CH2:31][CH2:32][CH2:33][CH2:34][CH2:35][CH2:36][CH2:37][CH2:38][CH2:39][CH3:40])([CH3:30])[CH3:29])[CH2:19][CH2:20][CH2:21][CH2:22][CH2:23][CH2:24][CH2:25][CH2:26][CH3:27]. (3) Given the product [CH3:15][NH:16][S:2]([C:5]1[CH:10]=[CH:9][C:8]([CH2:11][C:12]([OH:14])=[O:13])=[CH:7][CH:6]=1)(=[O:4])=[O:3], predict the reactants needed to synthesize it. The reactants are: Cl[S:2]([C:5]1[CH:10]=[CH:9][C:8]([CH2:11][C:12]([OH:14])=[O:13])=[CH:7][CH:6]=1)(=[O:4])=[O:3].[CH3:15][NH2:16]. (4) Given the product [C:16]([C:20]1[CH:25]=[CH:24][C:23]([C:2]2[N:6]([CH3:7])[CH:5]=[N:4][C:3]=2[C:8]2[CH:13]=[C:12]([C:14]#[N:15])[CH:11]=[CH:10][N:9]=2)=[CH:22][CH:21]=1)([CH3:19])([CH3:18])[CH3:17], predict the reactants needed to synthesize it. The reactants are: Br[C:2]1[N:6]([CH3:7])[CH:5]=[N:4][C:3]=1[C:8]1[CH:13]=[C:12]([C:14]#[N:15])[CH:11]=[CH:10][N:9]=1.[C:16]([C:20]1[CH:25]=[CH:24][C:23](B(O)O)=[CH:22][CH:21]=1)([CH3:19])([CH3:18])[CH3:17]. (5) Given the product [CH3:1][O:2][C:3]1[CH:4]=[C:5]([NH:15][C:16]2[N:17]=[C:18]([CH2:26][CH2:27][CH:28]3[CH2:32][CH2:31][CH2:30][O:29]3)[C:19]3[CH2:25][N:24]([CH3:35])[CH2:23][CH2:22][C:20]=3[N:21]=2)[CH:6]=[CH:7][C:8]=1[N:9]1[CH:13]=[C:12]([CH3:14])[N:11]=[CH:10]1, predict the reactants needed to synthesize it. The reactants are: [CH3:1][O:2][C:3]1[CH:4]=[C:5]([NH:15][C:16]2[N:17]=[C:18]([CH2:26][CH2:27][CH:28]3[CH2:32][CH2:31][CH2:30][O:29]3)[C:19]3[CH2:25][NH:24][CH2:23][CH2:22][C:20]=3[N:21]=2)[CH:6]=[CH:7][C:8]=1[N:9]1[CH:13]=[C:12]([CH3:14])[N:11]=[CH:10]1.C=O.[C:35](O)(=O)C.C([BH3-])#N. (6) Given the product [N:19]1[CH:20]=[CH:21][C:16]([C:15]2[N:22]=[C:3]([C@@H:5]3[CH2:10][CH2:9][CH2:8][C@H:7]([CH2:11][OH:12])[CH2:6]3)[O:4][N:14]=2)=[CH:17][CH:18]=1, predict the reactants needed to synthesize it. The reactants are: CO[C:3]([C@H:5]1[CH2:10][CH2:9][CH2:8][C@@H:7]([CH2:11][OH:12])[CH2:6]1)=[O:4].O[NH:14][C:15](=[NH:22])[C:16]1[CH:21]=[CH:20][N:19]=[CH:18][CH:17]=1. (7) Given the product [CH:1]([C:4]1[CH:5]=[C:6]([NH:10][C:11]2[N:15]([CH3:16])[C:14]3[CH:17]=[CH:18][C:19]([O:21][C:22]4[CH:27]=[CH:26][N:25]=[C:24]([NH:28][C:29](=[O:37])[CH2:30][CH:31]5[CH2:32][CH2:33][N:34]([CH3:38])[CH2:35][CH2:36]5)[CH:23]=4)=[CH:20][C:13]=3[N:12]=2)[CH:7]=[CH:8][CH:9]=1)([CH3:3])[CH3:2], predict the reactants needed to synthesize it. The reactants are: [CH:1]([C:4]1[CH:5]=[C:6]([NH:10][C:11]2[N:15]([CH3:16])[C:14]3[CH:17]=[CH:18][C:19]([O:21][C:22]4[CH:27]=[CH:26][N:25]=[C:24]([NH:28][C:29](=[O:37])[CH2:30][CH:31]5[CH2:36][CH2:35][NH:34][CH2:33][CH2:32]5)[CH:23]=4)=[CH:20][C:13]=3[N:12]=2)[CH:7]=[CH:8][CH:9]=1)([CH3:3])[CH3:2].[C:38](O)(=O)C.C=O.C([BH3-])#N.[Na+].C(=O)([O-])[O-].[Na+].[Na+]. (8) Given the product [C:15]([O:19][C:20](=[O:42])[CH2:21][C:22]1([C:35]([O:37][C:38]([CH3:41])([CH3:40])[CH3:39])=[O:36])[O:26][N:25]=[C:24]([C:27]2[CH:32]=[C:31]([O:33][C:10](=[O:11])[C:9]3[CH:8]=[CH:7][C:6]([NH:2][C:3]([NH2:5])=[NH:4])=[CH:14][CH:13]=3)[CH:30]=[CH:29][C:28]=2[CH3:34])[CH2:23]1)([CH3:18])([CH3:17])[CH3:16], predict the reactants needed to synthesize it. The reactants are: Cl.[NH:2]([C:6]1[CH:14]=[CH:13][C:9]([C:10](Cl)=[O:11])=[CH:8][CH:7]=1)[C:3]([NH2:5])=[NH:4].[C:15]([O:19][C:20](=[O:42])[CH2:21][C:22]1([C:35]([O:37][C:38]([CH3:41])([CH3:40])[CH3:39])=[O:36])[O:26][N:25]=[C:24]([C:27]2[CH:32]=[C:31]([OH:33])[CH:30]=[CH:29][C:28]=2[CH3:34])[CH2:23]1)([CH3:18])([CH3:17])[CH3:16].N1C=CC=CC=1. (9) Given the product [CH3:15][C:5]([C:4]1[C:9](=[O:8])[C:10]([CH3:13])=[C:11]([CH3:12])[C:2](=[O:1])[C:3]=1[CH3:17])([CH3:16])[CH2:6][C:7]([OH:21])=[O:14], predict the reactants needed to synthesize it. The reactants are: [OH:1][C:2]1[C:3]([CH3:17])=[C:4]2[C:9](=[C:10]([CH3:13])[C:11]=1[CH3:12])[O:8][C:7](=[O:14])[CH2:6][C:5]2([CH3:16])[CH3:15].C1C(=O)N(Br)C(=[O:21])C1. (10) Given the product [Br:12][CH2:11][C:1]1[CH:2]=[CH:3][C:4]([C:7]([OH:10])([CH3:8])[CH3:9])=[CH:5][CH:6]=1, predict the reactants needed to synthesize it. The reactants are: [C:1]1([CH3:11])[CH:6]=[CH:5][C:4]([C:7]([OH:10])([CH3:9])[CH3:8])=[CH:3][CH:2]=1.[Br:12]N1C(=O)CCC1=O.CCOC(C)=O.O.